This data is from Catalyst prediction with 721,799 reactions and 888 catalyst types from USPTO. The task is: Predict which catalyst facilitates the given reaction. (1) Reactant: [F:1][C:2]1[CH:19]=[CH:18][C:5]([NH:6][C:7]2[CH:16]=[C:15]([OH:17])[CH:14]=[CH:13][C:8]=2[C:9]([O:11][CH3:12])=[O:10])=[CH:4][CH:3]=1.C(=O)([O-])[O-].[K+].[K+].[CH:26]1(Br)[CH2:31][CH2:30][CH2:29][CH2:28][CH2:27]1.Cl. Product: [CH:26]1([O:17][C:15]2[CH:14]=[CH:13][C:8]([C:9]([O:11][CH3:12])=[O:10])=[C:7]([NH:6][C:5]3[CH:4]=[CH:3][C:2]([F:1])=[CH:19][CH:18]=3)[CH:16]=2)[CH2:31][CH2:30][CH2:29][CH2:28][CH2:27]1. The catalyst class is: 434. (2) Reactant: [C:1]1(=[O:11])[NH:5][C:4](=[O:6])[C:3]2=[CH:7][CH:8]=[CH:9][CH:10]=[C:2]12.[K].[C:13]([C:15]1[CH:22]=[CH:21][C:18]([CH2:19]Br)=[CH:17][CH:16]=1)#[N:14]. Product: [C:13]([C:15]1[CH:22]=[CH:21][C:18]([CH2:19][N:5]2[C:1](=[O:11])[C:2]3=[CH:10][CH:9]=[CH:8][CH:7]=[C:3]3[C:4]2=[O:6])=[CH:17][CH:16]=1)#[N:14]. The catalyst class is: 6. (3) Reactant: [C:1]1([CH:7]([CH3:29])[CH2:8][NH:9][C:10]([C:12]2[CH:28]=[CH:27][C:15]3[S:16][C:17]4[CH:25]=[CH:24][C:23]([F:26])=[CH:22][C:18]=4[C:19](Cl)=[N:20][C:14]=3[CH:13]=2)=[O:11])[CH:6]=[CH:5][CH:4]=[CH:3][CH:2]=1.[Br-].[Cl:31][C:32]1[CH:33]=[C:34]([Zn+])[CH:35]=[CH:36][CH:37]=1. Product: [C:1]1([CH:7]([CH3:29])[CH2:8][NH:9][C:10]([C:12]2[CH:28]=[CH:27][C:15]3[S:16][C:17]4[CH:25]=[CH:24][C:23]([F:26])=[CH:22][C:18]=4[C:19]([C:36]4[CH:35]=[CH:34][CH:33]=[C:32]([Cl:31])[CH:37]=4)=[N:20][C:14]=3[CH:13]=2)=[O:11])[CH:2]=[CH:3][CH:4]=[CH:5][CH:6]=1. The catalyst class is: 45.